This data is from Catalyst prediction with 721,799 reactions and 888 catalyst types from USPTO. The task is: Predict which catalyst facilitates the given reaction. (1) Reactant: [C:1]([CH:4]1[N:24]([C:25]([O:27][C:28]([CH3:31])([CH3:30])[CH3:29])=[O:26])[CH2:23][C:7]2[N:8]([CH2:15][C:16]3[CH:21]=[CH:20][C:19]([F:22])=[CH:18][CH:17]=3)[C:9]3[C:14]([C:6]=2[CH2:5]1)=[CH:13][CH:12]=[CH:11][CH:10]=3)(=O)[NH2:2].CSC. Product: [NH2:2][CH2:1][CH:4]1[N:24]([C:25]([O:27][C:28]([CH3:31])([CH3:30])[CH3:29])=[O:26])[CH2:23][C:7]2[N:8]([CH2:15][C:16]3[CH:21]=[CH:20][C:19]([F:22])=[CH:18][CH:17]=3)[C:9]3[C:14]([C:6]=2[CH2:5]1)=[CH:13][CH:12]=[CH:11][CH:10]=3. The catalyst class is: 1. (2) Reactant: [CH3:1][O:2][C:3](=[O:14])[CH2:4][C:5]1[CH:10]=[CH:9][C:8]([N+:11]([O-:13])=[O:12])=[CH:7][CH:6]=1.[CH2:15]1OCCOCCOCCOCCOCCOC1.CI.[H-].[Na+]. Product: [N+:11]([C:8]1[CH:7]=[CH:6][C:5]([CH:4]([CH3:15])[C:3]([O:2][CH3:1])=[O:14])=[CH:10][CH:9]=1)([O-:13])=[O:12]. The catalyst class is: 3. (3) Reactant: [CH2:1]([S:3][C:4]1[CH:11]=[CH:10][C:7]([C:8]#[N:9])=[CH:6][C:5]=1[NH:12][NH2:13])[CH3:2].[NH2:14][C:15]1[C:23]([Br:24])=[CH:22][C:21]([CH3:25])=[CH:20][C:16]=1[C:17](O)=[O:18]. Product: [NH2:14][C:15]1[C:23]([Br:24])=[CH:22][C:21]([CH3:25])=[CH:20][C:16]=1[C:17]([NH:13][NH:12][C:5]1[CH:6]=[C:7]([C:8]#[N:9])[CH:10]=[CH:11][C:4]=1[S:3][CH2:1][CH3:2])=[O:18]. The catalyst class is: 3. (4) Reactant: [OH-].[Na+].[NH2:3][CH2:4][CH2:5][CH2:6][CH2:7][CH2:8][C:9]([OH:11])=[O:10].[C:12](Cl)(=[O:15])[CH:13]=[CH2:14]. Product: [C:12]([NH:3][CH2:4][CH2:5][CH2:6][CH2:7][CH2:8][C:9]([OH:11])=[O:10])(=[O:15])[CH:13]=[CH2:14]. The catalyst class is: 232. (5) Reactant: F[C:2](F)(F)[C:3](O)=O.[Cl:8][C:9]1[C:10]([F:37])=[C:11]([CH:15]2[C:19]([C:22]3[CH:27]=[CH:26][C:25]([Cl:28])=[CH:24][CH:23]=3)([C:20]#[N:21])[CH:18]([CH2:29][C:30]([CH3:33])([CH3:32])[CH3:31])[NH:17][CH:16]2[C:34]([OH:36])=O)[CH:12]=[CH:13][CH:14]=1.[CH3:38][N:39]([C:41](ON1N=NC2C=CC=NC1=2)=[N+:42]([CH3:44])[CH3:43])C.F[P-](F)(F)(F)(F)F.CC[N:64](C(C)C)C(C)C. Product: [N:42]1([CH2:44][CH2:2][CH2:3][NH:64][C:34]([CH:16]2[CH:15]([C:11]3[CH:12]=[CH:13][CH:14]=[C:9]([Cl:8])[C:10]=3[F:37])[C:19]([C:22]3[CH:27]=[CH:26][C:25]([Cl:28])=[CH:24][CH:23]=3)([C:20]#[N:21])[CH:18]([CH2:29][C:30]([CH3:33])([CH3:32])[CH3:31])[NH:17]2)=[O:36])[CH:43]=[CH:38][N:39]=[CH:41]1. The catalyst class is: 2. (6) Reactant: [I:1]Cl.[CH2:3]([NH:10][C:11]1[N:15]([CH3:16])[N:14]=[CH:13][CH:12]=1)[C:4]1[CH:9]=[CH:8][CH:7]=[CH:6][CH:5]=1.C([O-])(=O)C.[Na+].S([O-])([O-])(=O)=S.[Na+].[Na+]. Product: [CH2:3]([NH:10][C:11]1[N:15]([CH3:16])[N:14]=[CH:13][C:12]=1[I:1])[C:4]1[CH:5]=[CH:6][CH:7]=[CH:8][CH:9]=1. The catalyst class is: 15.